From a dataset of Catalyst prediction with 721,799 reactions and 888 catalyst types from USPTO. Predict which catalyst facilitates the given reaction. (1) Reactant: C([O:3][C:4]([C:6]1[C:17](=[O:18])[C:16]2[C:19]3[N:8]([N:9]([CH3:45])[CH2:10][O:11][C:12]=3[C:13]([N:21]3[CH2:26][CH2:25][N:24]([C:27]4[CH:32]=[CH:31][C:30]([N:33]5[CH2:37][C@H:36]([CH2:38][NH:39][C:40](=[O:42])[CH3:41])[O:35][C:34]5=[O:43])=[CH:29][C:28]=4[F:44])[CH2:23][CH2:22]3)=[C:14]([F:20])[CH:15]=2)[CH:7]=1)=[O:5])C.Cl.C(O)(=O)C. Product: [C:40]([NH:39][CH2:38][C@@H:36]1[O:35][C:34](=[O:43])[N:33]([C:30]2[CH:31]=[CH:32][C:27]([N:24]3[CH2:23][CH2:22][N:21]([C:13]4[C:12]5=[C:19]6[C:16]([C:17](=[O:18])[C:6]([C:4]([OH:5])=[O:3])=[CH:7][N:8]6[N:9]([CH3:45])[CH2:10][O:11]5)=[CH:15][C:14]=4[F:20])[CH2:26][CH2:25]3)=[C:28]([F:44])[CH:29]=2)[CH2:37]1)(=[O:42])[CH3:41]. The catalyst class is: 157. (2) Reactant: [C:1]1([CH:7]([C:13]2[CH:18]=[CH:17][CH:16]=[CH:15][CH:14]=2)[C:8](OCC)=O)[CH:6]=[CH:5][CH:4]=[CH:3][CH:2]=1.[C:19]([C:22]1[CH:27]=[CH:26][C:25]([NH:28][C:29](=[S:32])[NH:30][NH2:31])=[CH:24][CH:23]=1)([OH:21])=[O:20].C[O-].[Na+]. Product: [C:19]([C:22]1[CH:23]=[CH:24][C:25]([N:28]2[C:8]([CH:7]([C:1]3[CH:2]=[CH:3][CH:4]=[CH:5][CH:6]=3)[C:13]3[CH:14]=[CH:15][CH:16]=[CH:17][CH:18]=3)=[N:31][NH:30][C:29]2=[S:32])=[CH:26][CH:27]=1)([OH:21])=[O:20]. The catalyst class is: 5. (3) Reactant: [B-](F)(F)(F)F.C1C=CN=CC=1.C1C=CN=CC=1.[IH2+:18].[CH3:19][O:20][C:21]1[CH:33]=[CH:32][C:24]([CH2:25][C:26]2[CH:27]=[N:28][CH:29]=[CH:30][CH:31]=2)=[CH:23][CH:22]=1.C(O)(C(F)(F)F)=O. Product: [I:18][C:33]1[CH:32]=[C:24]([CH:23]=[CH:22][C:21]=1[O:20][CH3:19])[CH2:25][C:26]1[CH:27]=[N:28][CH:29]=[CH:30][CH:31]=1. The catalyst class is: 2.